The task is: Predict the product of the given reaction.. This data is from Forward reaction prediction with 1.9M reactions from USPTO patents (1976-2016). (1) Given the reactants [Cl:1][C:2]1[CH:3]=[C:4]([N:10]2[C:14]([C:15]([O:17][CH2:18][CH3:19])=[O:16])=[C:13]([CH2:20][C:21]3[CH:29]=[CH:28][C:24]([C:25]([OH:27])=O)=[CH:23][CH:22]=3)[C:12]([CH3:30])=[N:11]2)[CH:5]=[CH:6][C:7]=1[C:8]#[N:9].[NH2:31][CH2:32][C:33]([CH3:36])([OH:35])[CH3:34].Cl.C(N=C=N)C.ON1C2C=CC=CC=2N=N1, predict the reaction product. The product is: [Cl:1][C:2]1[CH:3]=[C:4]([N:10]2[C:14]([C:15]([O:17][CH2:18][CH3:19])=[O:16])=[C:13]([CH2:20][C:21]3[CH:22]=[CH:23][C:24]([C:25](=[O:27])[NH:31][CH2:32][C:33]([OH:35])([CH3:36])[CH3:34])=[CH:28][CH:29]=3)[C:12]([CH3:30])=[N:11]2)[CH:5]=[CH:6][C:7]=1[C:8]#[N:9]. (2) Given the reactants [CH2:1]1[C:6]2[O:7][C:8]3[CH:13]=[C:12]([N:14]4[CH:19]=[CH:18][C:17]([C:20]5[CH:21]=[N:22][C:23]([C:26]([F:29])([F:28])[F:27])=[CH:24][CH:25]=5)=[CH:16][C:15]4=[O:30])[CH:11]=[CH:10][C:9]=3[C:5]=2[CH2:4][CH2:3][NH:2]1.[ClH:31].CCOCC, predict the reaction product. The product is: [ClH:31].[CH2:1]1[C:6]2[O:7][C:8]3[CH:13]=[C:12]([N:14]4[CH:19]=[CH:18][C:17]([C:20]5[CH:21]=[N:22][C:23]([C:26]([F:29])([F:27])[F:28])=[CH:24][CH:25]=5)=[CH:16][C:15]4=[O:30])[CH:11]=[CH:10][C:9]=3[C:5]=2[CH2:4][CH2:3][NH:2]1. (3) Given the reactants [C:1]([C:3]1[CH:11]=[CH:10][C:9]2[N:8]([CH2:12][C:13]3[CH:18]=[CH:17][CH:16]=[C:15]([F:19])[C:14]=3[O:20]C)[C:7]3[CH2:22][C@@H:23]([NH:25][C:26](=[O:31])[O:27][CH:28]([CH3:30])[CH3:29])[CH2:24][C:6]=3[C:5]=2[CH:4]=1)#[N:2].B(Br)(Br)Br, predict the reaction product. The product is: [CH:28]([O:27][C:26](=[O:31])[NH:25][C@@H:23]1[CH2:22][C:7]2[N:8]([CH2:12][C:13]3[CH:18]=[CH:17][CH:16]=[C:15]([F:19])[C:14]=3[OH:20])[C:9]3[CH:10]=[CH:11][C:3]([C:1]#[N:2])=[CH:4][C:5]=3[C:6]=2[CH2:24]1)([CH3:30])[CH3:29]. (4) Given the reactants [H-].[Na+].[OH:3][CH2:4][CH:5]1[NH:10][CH2:9][CH2:8][N:7]([C:11]([O:13][C:14]([CH3:17])([CH3:16])[CH3:15])=[O:12])[CH2:6]1.[CH3:18]I, predict the reaction product. The product is: [CH3:18][O:3][CH2:4][CH:5]1[NH:10][CH2:9][CH2:8][N:7]([C:11]([O:13][C:14]([CH3:17])([CH3:16])[CH3:15])=[O:12])[CH2:6]1. (5) Given the reactants [I:1][C:2]1[CH:3]=[CH:4][C:5]([N:8]2[CH:12]=[CH:11][C:10]([CH:13]([C:15]3[CH:24]=[CH:23][C:18]4[NH:19][C:20](=[O:22])[S:21][C:17]=4[CH:16]=3)[CH3:14])=[N:9]2)=[N:6][CH:7]=1.[H-].[Na+].Cl[CH2:28][O:29][CH2:30][CH2:31][Si:32]([CH3:35])([CH3:34])[CH3:33], predict the reaction product. The product is: [I:1][C:2]1[CH:3]=[CH:4][C:5]([N:8]2[CH:12]=[CH:11][C:10]([CH:13]([C:15]3[CH:24]=[CH:23][C:18]4[N:19]([CH2:28][O:29][CH2:30][CH2:31][Si:32]([CH3:35])([CH3:34])[CH3:33])[C:20](=[O:22])[S:21][C:17]=4[CH:16]=3)[CH3:14])=[N:9]2)=[N:6][CH:7]=1. (6) Given the reactants [F:1][C:2]1[CH:7]=[CH:6][C:5]([CH2:8][N:9]([C:23](=[O:28])[C:24]([F:27])([F:26])[F:25])[CH:10]2[CH2:15][CH2:14][N:13](C(OC(C)(C)C)=O)[CH2:12][CH2:11]2)=[C:4]([C:29]([F:32])([F:31])[F:30])[CH:3]=1.[ClH:33].O1CCOCC1, predict the reaction product. The product is: [ClH:33].[F:27][C:24]([F:25])([F:26])[C:23]([N:9]([CH2:8][C:5]1[CH:6]=[CH:7][C:2]([F:1])=[CH:3][C:4]=1[C:29]([F:30])([F:31])[F:32])[CH:10]1[CH2:11][CH2:12][NH:13][CH2:14][CH2:15]1)=[O:28]. (7) Given the reactants [Br:1][C:2](C)([CH3:6])[C:3](Br)=[O:4].Cl.[CH2:9]([O:16][NH2:17])[C:10]1[CH:15]=[CH:14][CH:13]=[CH:12][CH:11]=1, predict the reaction product. The product is: [Br:1][CH:2]([CH3:6])[C:3]([NH:17][O:16][CH2:9][C:10]1[CH:15]=[CH:14][CH:13]=[CH:12][CH:11]=1)=[O:4].